Dataset: Catalyst prediction with 721,799 reactions and 888 catalyst types from USPTO. Task: Predict which catalyst facilitates the given reaction. (1) Reactant: [O:1]([C:6]1[CH:11]=[CH:10][C:9]([S:12](Cl)(=[O:14])=[O:13])=[CH:8][CH:7]=1)[CH2:2][CH2:3][CH2:4][CH3:5].[NH2:16][C:17]1[N:22]=[C:21]([NH:23]C(=O)OC(C)(C)C)[CH:20]=[CH:19][CH:18]=1.FC(F)(F)C(O)=O. Product: [NH2:23][C:21]1[N:22]=[C:17]([NH:16][S:12]([C:9]2[CH:10]=[CH:11][C:6]([O:1][CH2:2][CH2:3][CH2:4][CH3:5])=[CH:7][CH:8]=2)(=[O:14])=[O:13])[CH:18]=[CH:19][CH:20]=1. The catalyst class is: 17. (2) Reactant: BrC[C:3]1[C:12]([N+:13]([O-:15])=[O:14])=[CH:11][CH:10]=[CH:9][C:4]=1[C:5]([O:7][CH3:8])=[O:6].[N+](C(C)C)([O-])=O.[CH3:22][O-:23].[Na+]. Product: [CH3:22][O:23][CH:8]1[C:3]2[C:4](=[CH:9][CH:10]=[CH:11][C:12]=2[N+:13]([O-:15])=[O:14])[C:5](=[O:6])[O:7]1. The catalyst class is: 5. (3) Reactant: I[C:2]1[C:3]([CH3:10])=[C:4]([CH:7]=[CH:8][CH:9]=1)[C:5]#[N:6].[Cl:11][CH2:12][C:13](N(OC)C)=[O:14]. Product: [Cl:11][CH2:12][C:13]([C:2]1[C:3]([CH3:10])=[C:4]([CH:7]=[CH:8][CH:9]=1)[C:5]#[N:6])=[O:14]. The catalyst class is: 1. (4) Reactant: [C:1]([C:5]1[N:9]([CH2:10][CH:11]2[CH2:16][CH2:15][C:14]([F:18])([F:17])[CH2:13][CH2:12]2)[C:8]2[CH:19]=[CH:20][C:21]([NH:23][S:24]([CH2:27][CH3:28])(=[O:26])=[O:25])=[CH:22][C:7]=2[N:6]=1)([CH3:4])([CH3:3])[CH3:2].[CH2:29]([S:31]([OH:34])(=[O:33])=[O:32])[CH3:30]. Product: [S:31]([CH2:29][CH3:30])([OH:34])(=[O:33])=[O:32].[C:1]([C:5]1[N:9]([CH2:10][CH:11]2[CH2:12][CH2:13][C:14]([F:18])([F:17])[CH2:15][CH2:16]2)[C:8]2[CH:19]=[CH:20][C:21]([NH:23][S:24]([CH2:27][CH3:28])(=[O:25])=[O:26])=[CH:22][C:7]=2[N:6]=1)([CH3:4])([CH3:2])[CH3:3]. The catalyst class is: 282. (5) Reactant: [OH:1][CH2:2][CH2:3][O:4][CH2:5][C:6]1[CH:7]=[CH:8][C:9]([N:12]2[CH:16]=[CH:15][C:14]([CH:17]([C:19]3[CH:31]=[CH:30][C:22]4[N:23](COC)[C:24](=[O:26])[S:25][C:21]=4[CH:20]=3)[CH3:18])=[N:13]2)=[N:10][CH:11]=1. Product: [OH:1][CH2:2][CH2:3][O:4][CH2:5][C:6]1[CH:7]=[CH:8][C:9]([N:12]2[CH:16]=[CH:15][C:14]([CH:17]([C:19]3[CH:31]=[CH:30][C:22]4[NH:23][C:24](=[O:26])[S:25][C:21]=4[CH:20]=3)[CH3:18])=[N:13]2)=[N:10][CH:11]=1. The catalyst class is: 55.